From a dataset of Forward reaction prediction with 1.9M reactions from USPTO patents (1976-2016). Predict the product of the given reaction. (1) Given the reactants [CH3:1][O:2][C:3]1[CH:4]=[C:5]([CH:7]=[CH:8][C:9]=1[C:10]1[O:14][CH:13]=[N:12][CH:11]=1)[NH2:6].[C:15]([O:19][C:20]([N:22]1[CH2:26][CH2:25][CH:24]([CH:27]([CH3:29])[CH3:28])[CH:23]1[C:30](O)=[O:31])=[O:21])([CH3:18])([CH3:17])[CH3:16].C(N(CC)C(C)C)(C)C.CN(C(ON1N=NC2C=CC=NC1=2)=[N+](C)C)C.F[P-](F)(F)(F)(F)F.C([O-])(O)=O.[Na+], predict the reaction product. The product is: [CH:27]([CH:24]1[CH2:25][CH2:26][N:22]([C:20]([O:19][C:15]([CH3:18])([CH3:17])[CH3:16])=[O:21])[CH:23]1[C:30](=[O:31])[NH:6][C:5]1[CH:7]=[CH:8][C:9]([C:10]2[O:14][CH:13]=[N:12][CH:11]=2)=[C:3]([O:2][CH3:1])[CH:4]=1)([CH3:29])[CH3:28]. (2) Given the reactants B1(C)[O:8][C:7]([C:15]2[CH:20]=[CH:19][CH:18]=[CH:17][CH:16]=2)(C2C=CC=CC=2)[C@H:6]2[N:2]1CCC2.B.C1COCC1.N1C=CC=C2CCC(=O)C=12, predict the reaction product. The product is: [N:2]1[CH:16]=[CH:17][CH:18]=[C:19]2[CH2:20][CH2:15][C@@H:7]([OH:8])[C:6]=12.